Dataset: Reaction yield outcomes from USPTO patents with 853,638 reactions. Task: Predict the reaction yield, written as a fraction of the theoretical maximum amount of product (1.0 means a 100% yield; for example, 0.34 means a 34% yield). (1) The catalyst is C(#N)C. The product is [NH2:8][C:9]1[CH:10]=[C:11]([C:14]([Br:17])=[CH:15][N:16]=1)[C:12]#[N:13]. The yield is 0.490. The reactants are OC(C(F)(F)F)=O.[NH2:8][C:9]1[CH:10]=[C:11]([CH:14]=[CH:15][N:16]=1)[C:12]#[N:13].[Br:17]N1C(=O)CCC1=O. (2) The reactants are [F:1][C:2]1[CH:3]=[C:4]([NH:9][CH:10]2[CH2:15][CH2:14][N:13]([CH3:16])[CH2:12][CH2:11]2)[CH:5]=[CH:6][C:7]=1[NH2:8].Cl[C:18]1[N:27]=[CH:26][C:25]2[C:20](=[C:21]([C:28]3[CH:29]=[C:30]([NH:34][C:35](=[O:38])[CH:36]=[CH2:37])[CH:31]=[CH:32][CH:33]=3)[CH:22]=[CH:23][CH:24]=2)[N:19]=1.C(O)(C(F)(F)F)=O. The catalyst is CCCCO. The product is [F:1][C:2]1[CH:3]=[C:4]([NH:9][CH:10]2[CH2:15][CH2:14][N:13]([CH3:16])[CH2:12][CH2:11]2)[CH:5]=[CH:6][C:7]=1[NH:8][C:18]1[N:27]=[CH:26][C:25]2[C:20](=[C:21]([C:28]3[CH:29]=[C:30]([NH:34][C:35](=[O:38])[CH:36]=[CH2:37])[CH:31]=[CH:32][CH:33]=3)[CH:22]=[CH:23][CH:24]=2)[N:19]=1. The yield is 0.100.